From a dataset of Full USPTO retrosynthesis dataset with 1.9M reactions from patents (1976-2016). Predict the reactants needed to synthesize the given product. (1) Given the product [CH2:25]([O:27][C:28]([C:29]1[C:6](=[O:24])[N:7]([CH2:13][C:14]2[CH:19]=[CH:18][C:17]([C:20]([F:23])([F:22])[F:21])=[CH:16][CH:15]=2)[N:8]2[CH:9]=[CH:10][CH:11]=[C:12]2[C:30]=1[OH:31])=[O:40])[CH3:26], predict the reactants needed to synthesize it. The reactants are: C(O[C:6](=[O:24])[N:7]([CH2:13][C:14]1[CH:19]=[CH:18][C:17]([C:20]([F:23])([F:22])[F:21])=[CH:16][CH:15]=1)[N:8]1[CH:12]=[CH:11][CH:10]=[CH:9]1)(C)(C)C.[CH2:25]([O:27][C:28](=[O:40])[CH:29](C(OCC)=O)[C:30](OCC)=[O:31])[CH3:26]. (2) Given the product [NH2:15][CH2:14][C:13]1[CH:23]=[C:9]([Cl:8])[CH:10]=[CH:11][C:12]=1[CH2:24][CH:25]([NH:30][C:31]1[CH:36]=[CH:35][C:34]([O:37][CH3:38])=[CH:33][CH:32]=1)[C:26]([F:29])([F:28])[F:27], predict the reactants needed to synthesize it. The reactants are: C(O)(C(F)(F)F)=O.[Cl:8][C:9]1[CH:10]=[CH:11][C:12]([CH2:24][CH:25]([NH:30][C:31]2[CH:36]=[CH:35][C:34]([O:37][CH3:38])=[CH:33][CH:32]=2)[C:26]([F:29])([F:28])[F:27])=[C:13]([CH:23]=1)[CH2:14][NH:15]C(=O)OC(C)(C)C. (3) Given the product [CH3:20][O:21][C:22]([O:31][CH3:32])([C:25]1[CH:26]=[CH:27][N:28]=[CH:29][CH:30]=1)[CH2:23][NH:24][C:9]([NH:1][C:2]1[C:7]([CH3:8])=[CH:6][CH:5]=[CH:4][N:3]=1)=[S:10], predict the reactants needed to synthesize it. The reactants are: [NH2:1][C:2]1[C:7]([CH3:8])=[CH:6][CH:5]=[CH:4][N:3]=1.[C:9](Cl)(Cl)=[S:10].C(N(CC)CC)C.[CH3:20][O:21][C:22]([O:31][CH3:32])([C:25]1[CH:30]=[CH:29][N:28]=[CH:27][CH:26]=1)[CH2:23][NH2:24]. (4) Given the product [Br:1][C:2]1[CH:9]=[CH:8][C:5]([CH:6]([OH:7])[CH3:11])=[C:4]([CH3:10])[CH:3]=1, predict the reactants needed to synthesize it. The reactants are: [Br:1][C:2]1[CH:9]=[CH:8][C:5]([CH:6]=[O:7])=[C:4]([CH3:10])[CH:3]=1.[CH3:11][Mg]Br.O. (5) Given the product [O:1]([CH:8]([CH3:13])[C:9]([OH:11])=[O:10])[C:2]1[CH:7]=[CH:6][CH:5]=[CH:4][CH:3]=1, predict the reactants needed to synthesize it. The reactants are: [O:1]([CH:8]([CH3:13])[C:9]([O:11]C)=[O:10])[C:2]1[CH:7]=[CH:6][CH:5]=[CH:4][CH:3]=1.[Li+].[OH-].O.Cl. (6) Given the product [Cl:1][C:2]1[C:7]([NH:8][S:9]([CH3:12])(=[O:11])=[O:10])=[CH:6][C:5]([C:13]2[CH:14]=[C:15]3[C:20](=[CH:21][CH:22]=2)[N:19]=[CH:18][CH:17]=[C:16]3[C:32]2[CH:33]=[N:34][CH:35]=[CH:36][CH:37]=2)=[CH:4][N:3]=1, predict the reactants needed to synthesize it. The reactants are: [Cl:1][C:2]1[C:7]([NH:8][S:9]([CH3:12])(=[O:11])=[O:10])=[CH:6][C:5]([C:13]2[CH:14]=[C:15]3[C:20](=[CH:21][CH:22]=2)[N:19]=[CH:18][CH:17]=[C:16]3Cl)=[CH:4][N:3]=1.CC1(C)C(C)(C)OB([C:32]2[CH:33]=[N:34][CH:35]=[CH:36][CH:37]=2)O1.C([O-])(=O)C.[K+].C(O)CCC. (7) The reactants are: Br[C:2]1[CH:3]=[CH:4][C:5]2[O:9][C:8]([CH2:10][OH:11])=[CH:7][C:6]=2[CH:12]=1.C([Sn](CCCC)(CCCC)[C:18]1[CH:23]=[N:22][CH:21]=[CH:20][N:19]=1)CCC. Given the product [N:19]1[CH:20]=[CH:21][N:22]=[CH:23][C:18]=1[C:2]1[CH:3]=[CH:4][C:5]2[O:9][C:8]([CH2:10][OH:11])=[CH:7][C:6]=2[CH:12]=1, predict the reactants needed to synthesize it. (8) The reactants are: [F:1][C:2]([F:28])([CH2:20][O:21][C:22]1[CH:27]=[CH:26][CH:25]=[CH:24][CH:23]=1)/[CH:3]=[CH:4]/[C@@H:5]1[C@@H:17]2[C@@H:8]([O:9][C:10](=[O:18])[CH2:11][CH2:12][CH2:13][CH:14]=[CH:15][CH2:16]2)[CH2:7][C@H:6]1[OH:19].C(N(CC)CC)C.[C:36]1([C:45]2[CH:50]=[CH:49][CH:48]=[CH:47][CH:46]=2)[CH:41]=[CH:40][C:39]([C:42](Cl)=[O:43])=[CH:38][CH:37]=1.C(=O)(O)[O-].[Na+]. Given the product [C:45]1([C:36]2[CH:37]=[CH:38][C:39]([C:42]([O:19][C@@H:6]3[CH2:7][C@@H:8]4[O:9][C:10](=[O:18])[CH2:11][CH2:12][CH2:13][CH:14]=[CH:15][CH2:16][C@@H:17]4[C@H:5]3/[CH:4]=[CH:3]/[C:2]([F:1])([F:28])[CH2:20][O:21][C:22]3[CH:27]=[CH:26][CH:25]=[CH:24][CH:23]=3)=[O:43])=[CH:40][CH:41]=2)[CH:46]=[CH:47][CH:48]=[CH:49][CH:50]=1, predict the reactants needed to synthesize it. (9) Given the product [CH3:1][O:2][C:3](=[O:21])[CH:4]=[CH:5][C:6]1[CH:11]=[C:10]([NH:12][C:28]([C:24]2[CH:23]=[N:22][CH:27]=[CH:26][CH:25]=2)=[O:29])[CH:9]=[CH:8][C:7]=1[O:13][C:14]1[CH:15]=[CH:16][C:17]([F:20])=[CH:18][CH:19]=1, predict the reactants needed to synthesize it. The reactants are: [CH3:1][O:2][C:3](=[O:21])[CH:4]=[CH:5][C:6]1[CH:11]=[C:10]([NH2:12])[CH:9]=[CH:8][C:7]=1[O:13][C:14]1[CH:19]=[CH:18][C:17]([F:20])=[CH:16][CH:15]=1.[N:22]1[CH:27]=[CH:26][CH:25]=[C:24]([C:28](O)=[O:29])[CH:23]=1.CN(C(ON1N=NC2C=CC=NC1=2)=[N+](C)C)C.F[P-](F)(F)(F)(F)F.